From a dataset of Reaction yield outcomes from USPTO patents with 853,638 reactions. Predict the reaction yield, written as a fraction of the theoretical maximum amount of product (1.0 means a 100% yield; for example, 0.34 means a 34% yield). (1) The reactants are CN(C(ON1N=NC2C=CC=NC1=2)=[N+](C)C)C.F[P-](F)(F)(F)(F)F.Cl.[NH2:26][CH:27]([C:33](=[O:35])[CH3:34])[C:28]([O:30][CH2:31][CH3:32])=[O:29].[C:36](O)(=[O:39])[CH2:37][CH3:38].CN1CCOCC1. The catalyst is CN(C=O)C.C1COCC1.O. The product is [O:35]=[C:33]([CH3:34])[CH:27]([NH:26][C:36](=[O:39])[CH2:37][CH3:38])[C:28]([O:30][CH2:31][CH3:32])=[O:29]. The yield is 0.120. (2) The reactants are [Br:1][C:2]1[C:3](=[O:19])[NH:4][N:5]=[CH:6][C:7]=1[NH:8][C@@H:9]1[CH2:14][C@@H:13]2[CH2:15][C@@H:11]([C:12]2([CH3:17])[CH3:16])[C@H:10]1[CH3:18].Br[CH:21]([CH3:27])[C:22]([O:24][CH2:25][CH3:26])=[O:23].C(=O)([O-])[O-].[K+].[K+].[Cl-].[NH4+]. The catalyst is CN(C)C=O. The product is [Br:1][C:2]1[C:3](=[O:19])[N:4]([CH:21]([CH3:27])[C:22]([O:24][CH2:25][CH3:26])=[O:23])[N:5]=[CH:6][C:7]=1[NH:8][C@@H:9]1[CH2:14][C@@H:13]2[CH2:15][C@@H:11]([C:12]2([CH3:16])[CH3:17])[C@H:10]1[CH3:18]. The yield is 0.550. (3) The reactants are [CH3:1][N:2]([CH:4](OC)OC)[CH3:3].[C:9]([N:16]1[CH2:21][CH2:20][C:19](=[O:22])[CH2:18][CH2:17]1)([O:11][C:12]([CH3:15])([CH3:14])[CH3:13])=[O:10]. The catalyst is CN(C=O)C. The product is [C:12]([O:11][C:9]([N:16]1[CH2:21][CH2:20][C:19](=[O:22])[C:18](=[CH:1][N:2]([CH3:4])[CH3:3])[CH2:17]1)=[O:10])([CH3:15])([CH3:14])[CH3:13]. The yield is 0.760. (4) The reactants are [CH3:1][C:2]1[S:6][C:5]([CH2:7][NH2:8])=[CH:4][CH:3]=1.F[C:10]1[CH:18]=[N:17][CH:16]=[CH:15][C:11]=1[C:12]([OH:14])=[O:13]. No catalyst specified. The product is [CH3:1][C:2]1[S:6][C:5]([CH2:7][NH:8][C:15]2[CH:16]=[N:17][CH:18]=[CH:10][C:11]=2[C:12]([OH:14])=[O:13])=[CH:4][CH:3]=1. The yield is 0.0700. (5) The reactants are CN(C(ON1N=NC2C=CC=NC1=2)=[N+](C)C)C.F[P-](F)(F)(F)(F)F.C(N(CC)CC)C.[F:32][C:33]([F:44])([F:43])[C:34]1[CH:42]=[CH:41][C:37]([C:38]([OH:40])=O)=[CH:36][CH:35]=1.[CH3:45][N:46]1[C:50]([C:51]2[CH:52]=[C:53]([NH2:66])[CH:54]=[CH:55][C:56]=2[O:57][CH2:58][CH2:59][N:60]2[CH2:65][CH2:64][O:63][CH2:62][CH2:61]2)=[CH:49][CH:48]=[N:47]1. The catalyst is C1COCC1. The product is [CH3:45][N:46]1[C:50]([C:51]2[CH:52]=[C:53]([NH:66][C:38](=[O:40])[C:37]3[CH:36]=[CH:35][C:34]([C:33]([F:32])([F:44])[F:43])=[CH:42][CH:41]=3)[CH:54]=[CH:55][C:56]=2[O:57][CH2:58][CH2:59][N:60]2[CH2:65][CH2:64][O:63][CH2:62][CH2:61]2)=[CH:49][CH:48]=[N:47]1. The yield is 0.280. (6) The reactants are [C:1]([C:3]1[CH:8]=[CH:7][CH:6]=[CH:5][C:4]=1B(O)O)#[N:2].[F:12][C:13]1[CH:14]=[N:15][C:16](I)=[N:17][CH:18]=1.C([O-])([O-])=O.[Na+].[Na+].O. The catalyst is C1COCC1.CC(P(C(C)(C)C)[C-]1C=CC=C1)(C)C.CC(P(C(C)(C)C)[C-]1C=CC=C1)(C)C.Cl[Pd]Cl.[Fe+2].CCOC(C)=O. The product is [F:12][C:13]1[CH:14]=[N:15][C:16]([C:4]2[CH:5]=[CH:6][CH:7]=[CH:8][C:3]=2[C:1]#[N:2])=[N:17][CH:18]=1. The yield is 0.410. (7) The reactants are [CH:1]([C@H:14]1[O:19][CH2:18][C@@H:17]([NH2:20])[CH2:16][CH2:15]1)([C:8]1[CH:13]=[CH:12][CH:11]=[CH:10][CH:9]=1)[C:2]1[CH:7]=[CH:6][CH:5]=[CH:4][CH:3]=1.[Br:21][C:22]1[CH:29]=[CH:28][C:25]([CH:26]=O)=[CH:24][CH:23]=1.C(O)(=O)C.[BH3-]C#N.[Na+]. The catalyst is ClCCCl.CO. The product is [CH:1]([C@H:14]1[O:19][CH2:18][C@@H:17]([NH:20][CH2:26][C:25]2[CH:28]=[CH:29][C:22]([Br:21])=[CH:23][CH:24]=2)[CH2:16][CH2:15]1)([C:8]1[CH:13]=[CH:12][CH:11]=[CH:10][CH:9]=1)[C:2]1[CH:3]=[CH:4][CH:5]=[CH:6][CH:7]=1. The yield is 0.800.